From a dataset of Full USPTO retrosynthesis dataset with 1.9M reactions from patents (1976-2016). Predict the reactants needed to synthesize the given product. (1) Given the product [CH3:2][NH:3][CH2:14][CH2:15][CH2:16][S:17]([CH3:20])(=[O:19])=[O:18], predict the reactants needed to synthesize it. The reactants are: Cl.[CH3:2][N:3]([CH2:14][CH2:15][CH2:16][S:17]([CH3:20])(=[O:19])=[O:18])C(OCC1C=CC=CC=1)=O. (2) Given the product [C:9]([O:13][C:14]([N:16]1[C:24]2[C:19](=[CH:20][CH:21]=[CH:22][CH:23]=2)[C:18]([CH:25]([OH:26])[C:3]2[CH:8]=[CH:7][CH:6]=[CH:5][CH:4]=2)=[CH:17]1)=[O:15])([CH3:12])([CH3:10])[CH3:11], predict the reactants needed to synthesize it. The reactants are: [Mg].Br[C:3]1[CH:8]=[CH:7][CH:6]=[CH:5][CH:4]=1.[C:9]([O:13][C:14]([N:16]1[C:24]2[C:19](=[CH:20][CH:21]=[CH:22][CH:23]=2)[C:18]([CH:25]=[O:26])=[CH:17]1)=[O:15])([CH3:12])([CH3:11])[CH3:10]. (3) Given the product [O:60]1[CH:61]=[CH:62][CH:63]=[C:59]1[C:55]1[O:56][C:57]([CH3:58])=[C:53]([CH2:52][O:51][C:50]2[CH:64]=[CH:65][C:47]([CH2:46][N:12]3[C:13]4[CH:1]=[CH:2][CH:3]=[C:4]([O:14][CH:15]([C:19]5[CH:24]=[CH:23][CH:22]=[CH:21][CH:20]=5)[C:16]([OH:18])=[O:17])[C:5]=4[C:6]4[C:11]3=[CH:10][CH:9]=[CH:8][CH:7]=4)=[CH:48][C:49]=2[O:66][CH3:67])[N:54]=1, predict the reactants needed to synthesize it. The reactants are: [CH:1]1[C:13]2[NH:12][C:11]3[C:6](=[CH:7][CH:8]=[CH:9][CH:10]=3)[C:5]=2[C:4]([O:14][CH:15]([C:19]2[CH:24]=[CH:23][CH:22]=[CH:21][CH:20]=2)[C:16]([OH:18])=[O:17])=[CH:3][CH:2]=1.C1C2NC3C(=CC=CC=3)C=2C(OC(C)(C)C(O)=O)=CC=1.Cl[CH2:46][C:47]1[CH:65]=[CH:64][C:50]([O:51][CH2:52][C:53]2[N:54]=[C:55]([C:59]3[O:60][CH:61]=[CH:62][CH:63]=3)[O:56][C:57]=2[CH3:58])=[C:49]([O:66][CH3:67])[CH:48]=1.ClCC1C=CC(OCC2N=C(C3C=CC=CC=3)OC=2C)=C(OC)C=1.